From a dataset of NCI-60 drug combinations with 297,098 pairs across 59 cell lines. Regression. Given two drug SMILES strings and cell line genomic features, predict the synergy score measuring deviation from expected non-interaction effect. (1) Drug 1: CCN(CC)CCNC(=O)C1=C(NC(=C1C)C=C2C3=C(C=CC(=C3)F)NC2=O)C. Drug 2: C1CC(=O)NC(=O)C1N2C(=O)C3=CC=CC=C3C2=O. Cell line: MCF7. Synergy scores: CSS=-0.644, Synergy_ZIP=-0.581, Synergy_Bliss=-2.01, Synergy_Loewe=-3.33, Synergy_HSA=-3.33. (2) Drug 1: C1C(C(OC1N2C=NC3=C2NC=NCC3O)CO)O. Drug 2: CC12CCC3C(C1CCC2OP(=O)(O)O)CCC4=C3C=CC(=C4)OC(=O)N(CCCl)CCCl.[Na+]. Cell line: SF-295. Synergy scores: CSS=57.9, Synergy_ZIP=1.16, Synergy_Bliss=3.01, Synergy_Loewe=1.26, Synergy_HSA=1.47. (3) Drug 1: CC1=CC2C(CCC3(C2CCC3(C(=O)C)OC(=O)C)C)C4(C1=CC(=O)CC4)C. Drug 2: CN1C(=O)N2C=NC(=C2N=N1)C(=O)N. Cell line: SN12C. Synergy scores: CSS=2.97, Synergy_ZIP=-0.677, Synergy_Bliss=0.0639, Synergy_Loewe=1.76, Synergy_HSA=0.588. (4) Drug 1: C1=CN(C(=O)N=C1N)C2C(C(C(O2)CO)O)O.Cl. Drug 2: C1C(C(OC1N2C=NC3=C(N=C(N=C32)Cl)N)CO)O. Cell line: SF-539. Synergy scores: CSS=49.1, Synergy_ZIP=-6.37, Synergy_Bliss=0.509, Synergy_Loewe=5.40, Synergy_HSA=6.55.